This data is from Forward reaction prediction with 1.9M reactions from USPTO patents (1976-2016). The task is: Predict the product of the given reaction. Given the reactants C(OC(=O)[NH:7][CH:8]1[CH2:11][N:10]([CH:12]2[CH2:17][CH2:16][CH:15]([C:18]3[N:22]=[C:21]([C:23]([Cl:26])([Cl:25])[Cl:24])[O:20][N:19]=3)[CH2:14][CH2:13]2)[CH2:9]1)(C)(C)C.[C:28]([OH:34])([C:30]([F:33])([F:32])[F:31])=[O:29], predict the reaction product. The product is: [Cl:25][C:23]([Cl:24])([Cl:26])[C:21]1[O:20][N:19]=[C:18]([CH:15]2[CH2:16][CH2:17][CH:12]([N:10]3[CH2:11][CH:8]([NH2:7])[CH2:9]3)[CH2:13][CH2:14]2)[N:22]=1.[C:28]([OH:34])([C:30]([F:33])([F:32])[F:31])=[O:29].